Dataset: Forward reaction prediction with 1.9M reactions from USPTO patents (1976-2016). Task: Predict the product of the given reaction. (1) The product is: [NH:1]([C:8]1[N:13]=[C:12]([C:14]2[N:18]([CH2:19][CH2:20][CH3:21])[C:17]([CH2:22][N:25]([CH3:26])[CH3:24])=[N:16][CH:15]=2)[CH:11]=[CH:10][N:9]=1)[C:2]1[CH:7]=[CH:6][CH:5]=[CH:4][CH:3]=1. Given the reactants [NH:1]([C:8]1[N:13]=[C:12]([C:14]2[N:18]([CH2:19][CH2:20][CH3:21])[C:17]([CH:22]=O)=[N:16][CH:15]=2)[CH:11]=[CH:10][N:9]=1)[C:2]1[CH:7]=[CH:6][CH:5]=[CH:4][CH:3]=1.[CH3:24][NH:25][CH3:26].C(O)(=O)C.C([BH3-])#N.[Na+], predict the reaction product. (2) Given the reactants [Cl:1][C:2]1[CH:28]=[CH:27][C:5]([CH2:6][N:7]2[C:15]3[C:10](=[CH:11][C:12]([CH:16]=[C:17]4[S:21][CH:20](SCCC)[NH:19][C:18]4=[O:26])=[CH:13][CH:14]=3)[CH:9]=[N:8]2)=[C:4]([C:29]([F:32])([F:31])[F:30])[CH:3]=1.[CH3:33][O:34][CH2:35][CH2:36][N:37]1[CH2:41][CH2:40][CH:39]([CH2:42][NH:43][CH3:44])[CH2:38]1, predict the reaction product. The product is: [Cl:1][C:2]1[CH:28]=[CH:27][C:5]([CH2:6][N:7]2[C:15]3[C:10](=[CH:11][C:12]([CH:16]=[C:17]4[S:21][C:20]([N:43]([CH2:42][CH:39]5[CH2:40][CH2:41][N:37]([CH2:36][CH2:35][O:34][CH3:33])[CH2:38]5)[CH3:44])=[N:19][C:18]4=[O:26])=[CH:13][CH:14]=3)[CH:9]=[N:8]2)=[C:4]([C:29]([F:31])([F:32])[F:30])[CH:3]=1. (3) Given the reactants [CH2:1]([O:3][C:4]([C:6]1([C:9]2[CH:14]=[CH:13][C:12]([C:15]3[CH:20]=[CH:19][C:18]([C:21]4[O:25][N:24]=[C:23]([CH3:26])[C:22]=4[NH2:27])=[CH:17][CH:16]=3)=[CH:11][CH:10]=2)[CH2:8][CH2:7]1)=[O:5])[CH3:2].Br[C:29]1[CH:34]=[CH:33][CH:32]=[C:31]([S:35][C:36]2[CH:41]=[CH:40][CH:39]=[CH:38][CH:37]=2)[N:30]=1, predict the reaction product. The product is: [CH2:1]([O:3][C:4]([C:6]1([C:9]2[CH:10]=[CH:11][C:12]([C:15]3[CH:20]=[CH:19][C:18]([C:21]4[O:25][N:24]=[C:23]([CH3:26])[C:22]=4[NH:27][C:29]4[CH:34]=[CH:33][CH:32]=[C:31]([S:35][C:36]5[CH:41]=[CH:40][CH:39]=[CH:38][CH:37]=5)[N:30]=4)=[CH:17][CH:16]=3)=[CH:13][CH:14]=2)[CH2:8][CH2:7]1)=[O:5])[CH3:2]. (4) Given the reactants [C:1]1([CH3:33])[CH:6]=[CH:5][C:4]([C:7]2[NH:11][N:10]=[C:9]([NH:12][CH2:13][C:14]3[CH:18]=[C:17]([NH:19][CH2:20][C:21]4[CH:25]=[C:24]([C:26]5[CH:31]=[CH:30][C:29]([CH3:32])=[CH:28][CH:27]=5)[NH:23][N:22]=4)[NH:16][N:15]=3)[CH:8]=2)=[CH:3][CH:2]=1.[ClH:34], predict the reaction product. The product is: [ClH:34].[ClH:34].[ClH:34].[C:1]1([CH3:33])[CH:2]=[CH:3][C:4]([C:7]2[NH:11][N:10]=[C:9]([NH:12][CH2:13][C:14]3[CH:18]=[C:17]([NH:19][CH2:20][C:21]4[CH:25]=[C:24]([C:26]5[CH:31]=[CH:30][C:29]([CH3:32])=[CH:28][CH:27]=5)[NH:23][N:22]=4)[NH:16][N:15]=3)[CH:8]=2)=[CH:5][CH:6]=1.